From a dataset of Catalyst prediction with 721,799 reactions and 888 catalyst types from USPTO. Predict which catalyst facilitates the given reaction. (1) The catalyst class is: 9. Reactant: [OH:1][C:2]1[CH:7]=[C:6]([O:8][CH2:9][CH2:10][O:11][CH3:12])[CH:5]=[CH:4][C:3]=1/[CH:13]=[CH:14]/[C:15]([O:17][CH2:18][CH3:19])=[O:16].Cl[CH2:21][C:22]1[N:23]=[C:24]([C:28]2[CH:33]=[CH:32][CH:31]=[CH:30][CH:29]=2)[O:25][C:26]=1[CH3:27].C(=O)([O-])[O-].[K+].[K+].O. Product: [CH3:12][O:11][CH2:10][CH2:9][O:8][C:6]1[CH:5]=[CH:4][C:3](/[CH:13]=[CH:14]/[C:15]([O:17][CH2:18][CH3:19])=[O:16])=[C:2]([O:1][CH2:21][C:22]2[N:23]=[C:24]([C:28]3[CH:33]=[CH:32][CH:31]=[CH:30][CH:29]=3)[O:25][C:26]=2[CH3:27])[CH:7]=1. (2) Reactant: [NH2:1][C:2]1[C:25]([N+:26]([O-])=O)=[CH:24][CH:23]=[CH:22][C:3]=1[C:4]([NH:6][C:7]1[CH:12]=[CH:11][C:10]([CH2:13][CH2:14][N:15]2[CH2:20][CH2:19][N:18]([CH3:21])[CH2:17][CH2:16]2)=[CH:9][CH:8]=1)=[O:5]. Product: [NH2:1][C:2]1[C:25]([NH2:26])=[CH:24][CH:23]=[CH:22][C:3]=1[C:4]([NH:6][C:7]1[CH:8]=[CH:9][C:10]([CH2:13][CH2:14][N:15]2[CH2:20][CH2:19][N:18]([CH3:21])[CH2:17][CH2:16]2)=[CH:11][CH:12]=1)=[O:5]. The catalyst class is: 19.